From a dataset of NCI-60 drug combinations with 297,098 pairs across 59 cell lines. Regression. Given two drug SMILES strings and cell line genomic features, predict the synergy score measuring deviation from expected non-interaction effect. Drug 1: CCN(CC)CCNC(=O)C1=C(NC(=C1C)C=C2C3=C(C=CC(=C3)F)NC2=O)C. Drug 2: CNC(=O)C1=NC=CC(=C1)OC2=CC=C(C=C2)NC(=O)NC3=CC(=C(C=C3)Cl)C(F)(F)F. Cell line: U251. Synergy scores: CSS=-0.107, Synergy_ZIP=-1.06, Synergy_Bliss=1.74, Synergy_Loewe=-2.26, Synergy_HSA=-0.685.